Dataset: Forward reaction prediction with 1.9M reactions from USPTO patents (1976-2016). Task: Predict the product of the given reaction. (1) Given the reactants C(OC([N:8]1[C:12]2[CH:13]=[CH:14][CH:15]=[CH:16][C:11]=2[N:10]=[C:9]1[CH2:17][NH:18][CH:19]1[C:28]2[N:27]=[CH:26][CH:25]=[CH:24][C:23]=2[CH2:22][CH2:21][CH2:20]1)=O)(C)(C)C.C(N(CC)C(C)C)(C)C.Br[CH2:39][C:40]1[CH:45]=[CH:44][C:43]([C:46]2[CH:51]=[CH:50][CH:49]=[CH:48][C:47]=2[C:52]#[N:53])=[CH:42][CH:41]=1, predict the reaction product. The product is: [NH2:53][CH2:52][C:47]1[CH:48]=[CH:49][CH:50]=[CH:51][C:46]=1[C:43]1[CH:44]=[CH:45][C:40]([CH2:39][N:18]([CH2:17][C:9]2[NH:8][C:12]3[CH:13]=[CH:14][CH:15]=[CH:16][C:11]=3[N:10]=2)[CH:19]2[C:28]3[N:27]=[CH:26][CH:25]=[CH:24][C:23]=3[CH2:22][CH2:21][CH2:20]2)=[CH:41][CH:42]=1. (2) Given the reactants [CH3:1][N:2]1[C:6]2([CH2:15][CH2:14][C:9]3(OCC[O:10]3)[CH2:8][CH2:7]2)[CH2:5][N:4]([CH3:16])[C:3]1=[O:17].Cl, predict the reaction product. The product is: [CH3:1][N:2]1[C:6]2([CH2:15][CH2:14][C:9](=[O:10])[CH2:8][CH2:7]2)[CH2:5][N:4]([CH3:16])[C:3]1=[O:17]. (3) Given the reactants [CH3:1][O:2][C:3]1[C:4]([OH:20])=[C:5]([C:9]2[N:13]([C:14]3[CH:19]=[CH:18][CH:17]=[CH:16][CH:15]=3)[N:12]=[CH:11][CH:10]=2)[N:6]=[N:7][CH:8]=1.[C:21]1([S:27](Cl)(=[O:29])=[O:28])[CH:26]=[CH:25][CH:24]=[CH:23][CH:22]=1, predict the reaction product. The product is: [CH3:1][O:2][C:3]1[C:4](=[O:20])[C:5]([C:9]2[N:13]([C:14]3[CH:19]=[CH:18][CH:17]=[CH:16][CH:15]=3)[N:12]=[CH:11][CH:10]=2)=[N:6][N:7]([S:27]([C:21]2[CH:26]=[CH:25][CH:24]=[CH:23][CH:22]=2)(=[O:29])=[O:28])[CH:8]=1. (4) Given the reactants [F:1][C:2]([F:21])([F:20])[C:3]1[CH:12]=[CH:11][C:10]2[C:5](=[CH:6][CH:7]=[C:8]([C:13]([O:15]C(C)(C)C)=[O:14])[CH:9]=2)[N:4]=1.FC(F)(F)C(O)=O, predict the reaction product. The product is: [F:21][C:2]([F:1])([F:20])[C:3]1[CH:12]=[CH:11][C:10]2[C:5](=[CH:6][CH:7]=[C:8]([C:13]([OH:15])=[O:14])[CH:9]=2)[N:4]=1. (5) Given the reactants [OH:1][CH2:2][C@@H:3]1[CH2:9][C@@H:8]2[C@@H:6]([CH2:7]2)[CH2:5][N:4]1[C:10]([O:12][C:13]([CH3:16])([CH3:15])[CH3:14])=[O:11].CC(OI1(OC(C)=O)(OC(C)=O)OC(=O)C2C=CC=CC1=2)=O.CCOC(C)=O, predict the reaction product. The product is: [CH:2]([C@@H:3]1[CH2:9][C@@H:8]2[C@@H:6]([CH2:7]2)[CH2:5][N:4]1[C:10]([O:12][C:13]([CH3:16])([CH3:15])[CH3:14])=[O:11])=[O:1].